This data is from Peptide-MHC class II binding affinity with 134,281 pairs from IEDB. The task is: Regression. Given a peptide amino acid sequence and an MHC pseudo amino acid sequence, predict their binding affinity value. This is MHC class II binding data. (1) The peptide sequence is IIVGRGDSRLTYQWH. The MHC is HLA-DQA10501-DQB10402 with pseudo-sequence HLA-DQA10501-DQB10402. The binding affinity (normalized) is 0.434. (2) The peptide sequence is RQANFLGKIWPSHKGR. The MHC is DRB5_0101 with pseudo-sequence DRB5_0101. The binding affinity (normalized) is 0.643.